Dataset: CYP1A2 inhibition data for predicting drug metabolism from PubChem BioAssay. Task: Regression/Classification. Given a drug SMILES string, predict its absorption, distribution, metabolism, or excretion properties. Task type varies by dataset: regression for continuous measurements (e.g., permeability, clearance, half-life) or binary classification for categorical outcomes (e.g., BBB penetration, CYP inhibition). Dataset: cyp1a2_veith. (1) The drug is N[C@@H](CSC1c2ccccc2-c2ccccc21)C(=O)O. The result is 1 (inhibitor). (2) The molecule is CC(C)OC(=O)C(CC(=O)O)N1CCOCC1. The result is 0 (non-inhibitor). (3) The molecule is Cc1ccc(C(=O)/C=C/c2c[nH]c3ccccc23)cc1. The result is 1 (inhibitor). (4) The drug is CCOc1cc(C2NC(=O)NC(c3ccccc3)=C2C(C)=O)ccc1OCC(N)=O. The result is 0 (non-inhibitor). (5) The molecule is COC(=O)CNC(c1ccccc1Cl)c1cc(Br)ccc1NC(=O)CCN1CCOCC1. The result is 0 (non-inhibitor). (6) The drug is O=C(N/N=C/c1ccc2cccc(OCc3ccccc3)c2n1)c1ccc(Br)cc1. The result is 1 (inhibitor). (7) The result is 0 (non-inhibitor). The molecule is CN1C(=O)C(CC(N)=O)N(NC(=O)c2ccc(Cl)cc2)C1=S.